From a dataset of Catalyst prediction with 721,799 reactions and 888 catalyst types from USPTO. Predict which catalyst facilitates the given reaction. (1) Reactant: Cl.[F:2][C:3]1[CH:8]=[CH:7][C:6]([CH2:9][NH2:10])=[CH:5][C:4]=1[N+:11]([O-:13])=[O:12].[F:14][C:15]([F:23])([F:22])[C:16]1([C:19](O)=[O:20])[CH2:18][CH2:17]1.CN(C(ON1N=NC2C=CC=CC1=2)=[N+](C)C)C.F[P-](F)(F)(F)(F)F. Product: [F:2][C:3]1[CH:8]=[CH:7][C:6]([CH2:9][NH:10][C:19]([C:16]2([C:15]([F:23])([F:22])[F:14])[CH2:18][CH2:17]2)=[O:20])=[CH:5][C:4]=1[N+:11]([O-:13])=[O:12]. The catalyst class is: 3. (2) Reactant: [C:1]([C:5]1[CH:6]=[C:7]([NH:17][C:18]([NH:20][C@@H:21]2[C:30]3[C:25](=[CH:26][CH:27]=[CH:28][CH:29]=3)[C@H:24]([O:31][C:32]3[CH:33]=[CH:34][C:35]4[N:36]([C:38]([N:41]5[CH2:45][CH2:44][CH:43]([O:46][Si](C(C)C)(C(C)C)C(C)C)[C@@H:42]5[CH3:57])=[N:39][N:40]=4)[CH:37]=3)[CH2:23][CH2:22]2)=[O:19])[N:8]([C:10]2[CH:15]=[CH:14][C:13]([CH3:16])=[CH:12][CH:11]=2)[N:9]=1)([CH3:4])([CH3:3])[CH3:2].CCCC[N+](CCCC)(CCCC)CCCC.[F-].O. Product: [C:1]([C:5]1[CH:6]=[C:7]([NH:17][C:18]([NH:20][C@@H:21]2[C:30]3[C:25](=[CH:26][CH:27]=[CH:28][CH:29]=3)[C@H:24]([O:31][C:32]3[CH:33]=[CH:34][C:35]4[N:36]([C:38]([N:41]5[CH2:42][CH2:57][C@H:44]([CH2:43][OH:46])[CH2:45]5)=[N:39][N:40]=4)[CH:37]=3)[CH2:23][CH2:22]2)=[O:19])[N:8]([C:10]2[CH:15]=[CH:14][C:13]([CH3:16])=[CH:12][CH:11]=2)[N:9]=1)([CH3:3])([CH3:4])[CH3:2]. The catalyst class is: 1. (3) Reactant: [CH2:1]([C:3]1([CH:10]([CH3:12])[CH3:11])[NH:7][C:6](=[O:8])[NH:5][C:4]1=[O:9])[CH3:2].[Br:13][C:14]1[CH:19]=[CH:18][C:17]([NH:20][C:21](=[O:24])[CH2:22]Cl)=[CH:16][CH:15]=1.C([O-])([O-])=O.[K+].[K+]. Product: [Br:13][C:14]1[CH:15]=[CH:16][C:17]([NH:20][C:21](=[O:24])[CH2:22][N:5]2[C:4](=[O:9])[C:3]([CH2:1][CH3:2])([CH:10]([CH3:11])[CH3:12])[NH:7][C:6]2=[O:8])=[CH:18][CH:19]=1. The catalyst class is: 21. (4) Reactant: [CH2:1]([O:8][C:9]1[C:10]([C:30]([O:32][C:33]([CH3:36])([CH3:35])[CH3:34])=[O:31])=[N:11][C:12]([CH2:16][CH:17]2[CH2:22][CH2:21][N:20]([C:23]([O:25][C:26]([CH3:29])([CH3:28])[CH3:27])=[O:24])[CH2:19][CH2:18]2)=[N:13][C:14]=1[OH:15])[C:2]1[CH:7]=[CH:6][CH:5]=[CH:4][CH:3]=1.[F:37][C:38]([F:51])([F:50])[S:39](O[S:39]([C:38]([F:51])([F:50])[F:37])(=[O:41])=[O:40])(=[O:41])=[O:40].C(N(CC)CC)C. Product: [CH2:1]([O:8][C:9]1[C:10]([C:30]([O:32][C:33]([CH3:36])([CH3:35])[CH3:34])=[O:31])=[N:11][C:12]([CH2:16][CH:17]2[CH2:22][CH2:21][N:20]([C:23]([O:25][C:26]([CH3:27])([CH3:28])[CH3:29])=[O:24])[CH2:19][CH2:18]2)=[N:13][C:14]=1[O:15][S:39]([C:38]([F:51])([F:50])[F:37])(=[O:41])=[O:40])[C:2]1[CH:3]=[CH:4][CH:5]=[CH:6][CH:7]=1. The catalyst class is: 2. (5) Reactant: [CH3:1][O:2][C:3]([O:6][CH3:7])([CH3:5])[CH3:4].CC1C=CC(S([O-])(=O)=O)=CC=1.C1C=C[NH+]=CC=1.[I:25][C:26]1[CH:37]=[CH:36][C:29]([O:30][CH2:31][C@@H](O)CO)=[CH:28][CH:27]=1. Product: [I:25][C:26]1[CH:37]=[CH:36][C:29]([O:30][CH2:31][C@@H:1]2[CH2:7][O:6][C:3]([CH3:5])([CH3:4])[O:2]2)=[CH:28][CH:27]=1. The catalyst class is: 3.